This data is from Full USPTO retrosynthesis dataset with 1.9M reactions from patents (1976-2016). The task is: Predict the reactants needed to synthesize the given product. (1) Given the product [Cl:1][C:2]1[CH:3]=[C:4]([C:5]([N:33]2[CH2:34][CH2:35][N:30]([CH3:29])[CH2:31][CH2:32]2)=[O:6])[CH:8]=[CH:9][C:10]=1[N:11]([CH3:28])[C:12]([C:14]1[S:27][C:17]2[C:18]3[CH:26]=[CH:25][CH:24]=[CH:23][C:19]=3[O:20][CH2:21][CH2:22][C:16]=2[CH:15]=1)=[O:13], predict the reactants needed to synthesize it. The reactants are: [Cl:1][C:2]1[CH:3]=[C:4]([CH:8]=[CH:9][C:10]=1[N:11]([CH3:28])[C:12]([C:14]1[S:27][C:17]2[C:18]3[CH:26]=[CH:25][CH:24]=[CH:23][C:19]=3[O:20][CH2:21][CH2:22][C:16]=2[CH:15]=1)=[O:13])[C:5](O)=[O:6].[CH3:29][N:30]1[CH2:35][CH2:34][NH:33][CH2:32][CH2:31]1. (2) Given the product [CH3:30][C@H:5]1[CH2:4][C@@H:3]([NH:2][C:32]2[CH:37]=[CH:36][C:35]([CH3:38])=[CH:34][N:33]=2)[C:12]2[C:7](=[CH:8][CH:9]=[C:10]([C:13]3[CH:18]=[CH:17][C:16]([C:19]([N:21]4[CH2:26][CH2:25][O:24][CH2:23][CH2:22]4)=[O:20])=[CH:15][N:14]=3)[CH:11]=2)[N:6]1[C:27](=[O:29])[CH3:28], predict the reactants needed to synthesize it. The reactants are: Cl.[NH2:2][C@H:3]1[C:12]2[C:7](=[CH:8][CH:9]=[C:10]([C:13]3[CH:18]=[CH:17][C:16]([C:19]([N:21]4[CH2:26][CH2:25][O:24][CH2:23][CH2:22]4)=[O:20])=[CH:15][N:14]=3)[CH:11]=2)[N:6]([C:27](=[O:29])[CH3:28])[C@@H:5]([CH3:30])[CH2:4]1.Br[C:32]1[CH:37]=[CH:36][C:35]([CH3:38])=[CH:34][N:33]=1.C1(P(C2CCCCC2)C2C=CC=CC=2C2C(N(C)C)=CC=CC=2)CCCCC1.CC(C)([O-])C.[Na+]. (3) Given the product [Cl:21][C:14]1[S:15][C:11]2[CH:10]=[C:9]([F:8])[C:18]([O:19][CH3:20])=[CH:17][C:12]=2[N:13]=1, predict the reactants needed to synthesize it. The reactants are: N(OC(C)(C)C)=O.[F:8][C:9]1[C:18]([O:19][CH3:20])=[CH:17][C:12]2[N:13]=[C:14](N)[S:15][C:11]=2[CH:10]=1.[ClH:21]. (4) Given the product [NH2:8][C:5]1[N:6]=[CH:7][C:2]([C:9]#[N:10])=[N:3][CH:4]=1, predict the reactants needed to synthesize it. The reactants are: Br[C:2]1[N:3]=[CH:4][C:5]([NH2:8])=[N:6][CH:7]=1.[C-:9]#[N:10].[K+].C1OCCOCCOCCOCCOCCOC1.O. (5) Given the product [F:1][C:2]1[CH:3]=[CH:4][C:5]([C:8]2[N:9]=[C:10]([C:13]3([C:14]#[N:15])[CH2:29][CH2:28][O:27][C:24]([CH3:26])([CH3:25])[CH2:23]3)[S:11][CH:12]=2)=[CH:6][CH:7]=1, predict the reactants needed to synthesize it. The reactants are: [F:1][C:2]1[CH:7]=[CH:6][C:5]([C:8]2[N:9]=[C:10]([CH2:13][C:14]#[N:15])[S:11][CH:12]=2)=[CH:4][CH:3]=1.C(=O)([O-])[O-].[K+].[K+].Cl[CH2:23][C:24]([O:27][CH2:28][CH2:29]Cl)([CH3:26])[CH3:25]. (6) Given the product [C:13]([O:17][C:18]([N:20]1[CH2:21][CH2:22][CH:23]([N:26]2[C:30]3=[N:31][CH:32]=[N:33][C:34]([O:10][C:7]4[CH:8]=[CH:9][C:4]([C:3]([O:2][CH3:1])=[O:12])=[CH:5][C:6]=4[F:11])=[C:29]3[CH:28]=[N:27]2)[CH2:24][CH2:25]1)=[O:19])([CH3:16])([CH3:14])[CH3:15], predict the reactants needed to synthesize it. The reactants are: [CH3:1][O:2][C:3](=[O:12])[C:4]1[CH:9]=[CH:8][C:7]([OH:10])=[C:6]([F:11])[CH:5]=1.[C:13]([O:17][C:18]([N:20]1[CH2:25][CH2:24][CH:23]([N:26]2[C:30]3=[N:31][CH:32]=[N:33][C:34](Cl)=[C:29]3[CH:28]=[N:27]2)[CH2:22][CH2:21]1)=[O:19])([CH3:16])([CH3:15])[CH3:14].C(=O)([O-])[O-].[K+].[K+].C(=O)([O-])[O-].[Na+].[Na+]. (7) Given the product [Cl:1][C:2]1[N:3]=[N:4][C:5]([NH:10][NH2:11])=[CH:6][CH:7]=1, predict the reactants needed to synthesize it. The reactants are: [Cl:1][C:2]1[N:3]=[N:4][C:5](Cl)=[CH:6][CH:7]=1.[H-].[NH2:10][NH2:11]. (8) Given the product [CH3:21][O:22][C:23]([C:25]1([C:29]2[CH:30]=[CH:31][C:32]([NH:35][C:15]3[C:14]4[CH2:18][CH2:19][CH2:20][C:13]=4[N:12]=[C:11]([Cl:10])[N:16]=3)=[CH:33][CH:34]=2)[CH2:26][CH2:27][CH2:28]1)=[O:24], predict the reactants needed to synthesize it. The reactants are: C(N(C(C)C)CC)(C)C.[Cl:10][C:11]1[N:16]=[C:15](Cl)[C:14]2[CH2:18][CH2:19][CH2:20][C:13]=2[N:12]=1.[CH3:21][O:22][C:23]([C:25]1([C:29]2[CH:34]=[CH:33][C:32]([NH2:35])=[CH:31][CH:30]=2)[CH2:28][CH2:27][CH2:26]1)=[O:24]. (9) Given the product [CH2:1]([O:8][C:9]([NH:11][CH2:12][CH2:13][C:14]([NH:16][CH2:17][C@H:18]1[CH2:23][CH2:22][CH2:21][NH:20][CH2:19]1)=[O:15])=[O:10])[C:2]1[CH:3]=[CH:4][CH:5]=[CH:6][CH:7]=1, predict the reactants needed to synthesize it. The reactants are: [CH2:1]([O:8][C:9]([NH:11][CH2:12][CH2:13][C:14]([NH:16][CH2:17][C@H:18]1[CH2:23][CH2:22][CH2:21][N:20](C(OC(C)(C)C)=O)[CH2:19]1)=[O:15])=[O:10])[C:2]1[CH:7]=[CH:6][CH:5]=[CH:4][CH:3]=1.